Dataset: Catalyst prediction with 721,799 reactions and 888 catalyst types from USPTO. Task: Predict which catalyst facilitates the given reaction. (1) Reactant: [NH2:1][C:2]1[N:10]=[CH:9][C:8]([Cl:11])=[CH:7][C:3]=1[C:4]([NH2:6])=[O:5].[Br:12][CH2:13][C:14]1[CH:15]=[C:16]([CH:20]=[C:21]([Cl:23])[CH:22]=1)[C:17]([NH2:19])=[O:18]. Product: [BrH:12].[NH2:19][C:17]([C:16]1[CH:15]=[C:14]([CH:22]=[C:21]([Cl:23])[CH:20]=1)[CH2:13][N:10]1[CH:9]=[C:8]([Cl:11])[CH:7]=[C:3]([C:4]([NH2:6])=[O:5])[C:2]1=[NH:1])=[O:18]. The catalyst class is: 42. (2) Reactant: [NH2:1][C:2]1[CH:7]=[CH:6][C:5]([Br:8])=[CH:4][C:3]=1[NH:9][C:10]1[CH:15]=[CH:14][N:13]=[C:12]([NH2:16])[N:11]=1.[CH:17]1([CH:20]=O)[CH2:19][CH2:18]1.OOS([O-])=O.[K+]. Product: [Br:8][C:5]1[CH:6]=[CH:7][C:2]2[N:1]=[C:20]([CH:17]3[CH2:19][CH2:18]3)[N:9]([C:10]3[CH:15]=[CH:14][N:13]=[C:12]([NH2:16])[N:11]=3)[C:3]=2[CH:4]=1. The catalyst class is: 31. (3) Reactant: Br[CH:2]1[CH2:6][CH2:5][N:4]([C:7]2[CH:12]=[CH:11][C:10]([O:13][CH2:14][CH2:15][N:16]3[CH2:20][CH2:19][CH2:18][CH2:17]3)=[C:9]([CH2:21][CH3:22])[CH:8]=2)[C:3]1=[O:23].C(=O)([O-])[O-].[Cs+].[Cs+].[I-].[K+].[C:32]1([C:39]2[CH:44]=[CH:43][CH:42]=[CH:41][CH:40]=2)[CH:37]=[CH:36][C:35]([OH:38])=[CH:34][CH:33]=1. Product: [C:32]1([C:39]2[CH:44]=[CH:43][CH:42]=[CH:41][CH:40]=2)[CH:33]=[CH:34][C:35]([O:38][CH:2]2[CH2:6][CH2:5][N:4]([C:7]3[CH:12]=[CH:11][C:10]([O:13][CH2:14][CH2:15][N:16]4[CH2:20][CH2:19][CH2:18][CH2:17]4)=[C:9]([CH2:21][CH3:22])[CH:8]=3)[C:3]2=[O:23])=[CH:36][CH:37]=1. The catalyst class is: 10. (4) Reactant: [F:1][C:2]([F:11])([F:10])[C:3]1([C:6]([F:9])([F:8])[F:7])[CH2:5][O:4]1.[S:12]([O-:15])([OH:14])=[O:13].[Na+:16]. Product: [F:1][C:2]([F:11])([F:10])[C:3]([OH:4])([C:6]([F:9])([F:8])[F:7])[CH2:5][S:12]([O-:15])(=[O:14])=[O:13].[Na+:16]. The catalyst class is: 6.